From a dataset of Reaction yield outcomes from USPTO patents with 853,638 reactions. Predict the reaction yield, written as a fraction of the theoretical maximum amount of product (1.0 means a 100% yield; for example, 0.34 means a 34% yield). (1) The reactants are [CH3:1][O:2][CH:3]1[CH2:7][CH2:6][NH:5][CH2:4]1.C1C=CC(P(C2C(C3C(P(C4C=CC=CC=4)C4C=CC=CC=4)=CC=C4C=3C=CC=C4)=C3C(C=CC=C3)=CC=2)C2C=CC=CC=2)=CC=1.C(=O)([O-])[O-].[Cs+].[Cs+].[Br:60][C:61]1[CH:66]=[CH:65][CH:64]=[C:63](Br)[CH:62]=1. The catalyst is C1(C)C=CC=CC=1.C([O-])(=O)C.[Pd+2].C([O-])(=O)C. The product is [Br:60][C:61]1[CH:62]=[C:63]([N:5]2[CH2:6][CH2:7][CH:3]([O:2][CH3:1])[CH2:4]2)[CH:64]=[CH:65][CH:66]=1. The yield is 0.640. (2) The reactants are [CH2:1]([O:8][C:9]1[C:18](=[O:19])[N:17]2[C:12]([C:13]([CH3:21])([CH3:20])[O:14][CH2:15][CH2:16]2)=[N:11][C:10]=1[C:22](O)=[O:23])[C:2]1[CH:7]=[CH:6][CH:5]=[CH:4][CH:3]=1.CN(C(ON1N=NC2C=CC=NC1=2)=[N+](C)C)C.F[P-](F)(F)(F)(F)F.Cl.[OH:50][C:51]1[CH:58]=[C:57]([F:59])[CH:56]=[CH:55][C:52]=1[CH2:53][NH2:54]. The catalyst is CN(C)C=O.CN(C1C=CN=CC=1)C. The product is [F:59][C:57]1[CH:56]=[CH:55][C:52]([CH2:53][NH:54][C:22]([C:10]2[N:11]=[C:12]3[N:17]([C:18](=[O:19])[C:9]=2[O:8][CH2:1][C:2]2[CH:7]=[CH:6][CH:5]=[CH:4][CH:3]=2)[CH2:16][CH2:15][O:14][C:13]3([CH3:21])[CH3:20])=[O:23])=[C:51]([OH:50])[CH:58]=1. The yield is 0.640. (3) The reactants are [SH:1][C:2]1[S:3][C:4]2[CH:10]=[CH:9][C:8]([C:11]([F:14])([F:13])[F:12])=[CH:7][C:5]=2[N:6]=1.Cl[C:16]1[C:21]([Cl:22])=[CH:20][C:19]([N+:23]([O-:25])=[O:24])=[CH:18][C:17]=1[C:26](=[O:28])[CH3:27].[H-].[Na+]. The catalyst is CN(C=O)C. The product is [Cl:22][C:21]1[C:16]([S:1][C:2]2[S:3][C:4]3[CH:10]=[CH:9][C:8]([C:11]([F:14])([F:13])[F:12])=[CH:7][C:5]=3[N:6]=2)=[C:17]([C:26](=[O:28])[CH3:27])[CH:18]=[C:19]([N+:23]([O-:25])=[O:24])[CH:20]=1. The yield is 0.870. (4) The reactants are [CH:1]([C:4]1[NH:5][C:6]([C:16]2[CH:21]=[CH:20][CH:19]=[C:18](B3OC(C)(C)C(C)(C)O3)[CH:17]=2)=[C:7]([C:9]2[CH:14]=[CH:13][CH:12]=[C:11]([CH3:15])[N:10]=2)[N:8]=1)([CH3:3])[CH3:2].Br[C:32]1[CH:33]=[C:34]([S:38]([NH2:41])(=[O:40])=[O:39])[CH:35]=[CH:36][CH:37]=1. No catalyst specified. The product is [CH:1]([C:4]1[NH:8][C:7]([C:9]2[CH:14]=[CH:13][CH:12]=[C:11]([CH3:15])[N:10]=2)=[C:6]([C:16]2[CH:17]=[C:18]([C:32]3[CH:37]=[CH:36][CH:35]=[C:34]([S:38]([NH2:41])(=[O:40])=[O:39])[CH:33]=3)[CH:19]=[CH:20][CH:21]=2)[N:5]=1)([CH3:3])[CH3:2]. The yield is 0.840. (5) The reactants are [CH2:1]([O:4][C:5](=[O:16])[NH:6][C:7]1[C:12]([CH3:13])=[CH:11][C:10]([NH2:14])=[CH:9][C:8]=1[CH3:15])[CH2:2][CH3:3].[Cl:17][C:18]1[S:22][C:21]([CH:23]=O)=[CH:20][CH:19]=1.C([BH3-])#N.[Na+].O.[Cl-].[Na+].O. The catalyst is CO. The product is [CH2:1]([O:4][C:5](=[O:16])[NH:6][C:7]1[C:8]([CH3:15])=[CH:9][C:10]([NH:14][CH2:23][C:21]2[S:22][C:18]([Cl:17])=[CH:19][CH:20]=2)=[CH:11][C:12]=1[CH3:13])[CH2:2][CH3:3]. The yield is 0.490.